From a dataset of Forward reaction prediction with 1.9M reactions from USPTO patents (1976-2016). Predict the product of the given reaction. (1) Given the reactants [C:1]([N:5]1[CH2:43][CH2:42][CH2:41][CH2:40][C:8]2[C:9]([C:35]3[S:36][CH:37]=[CH:38][CH:39]=3)=[C:10]3[C:19]4[CH:18]=[C:17]([N:20]5[CH:24]=[C:23]([CH2:25][C@H:26]6[CH2:30][O:29]C(C)(C)[O:27]6)[N:22]=[N:21]5)[C:16]([O:33][CH3:34])=[CH:15][C:14]=4[CH2:13][CH2:12][N:11]3[C:7]=2[C:6]1=[O:44])([CH3:4])([CH3:3])[CH3:2].[NH4+].[OH-], predict the reaction product. The product is: [C:1]([N:5]1[CH2:43][CH2:42][CH2:41][CH2:40][C:8]2[C:9]([C:35]3[S:36][CH:37]=[CH:38][CH:39]=3)=[C:10]3[C:19]4[CH:18]=[C:17]([N:20]5[CH:24]=[C:23]([CH2:25][C@H:26]([OH:27])[CH2:30][OH:29])[N:22]=[N:21]5)[C:16]([O:33][CH3:34])=[CH:15][C:14]=4[CH2:13][CH2:12][N:11]3[C:7]=2[C:6]1=[O:44])([CH3:4])([CH3:2])[CH3:3]. (2) Given the reactants [Cl-].[CH2:2]([O:4][C:5]([C:7]1[CH:8]([C:33]2[CH:38]=[CH:37][CH:36]=[C:35]([CH2:39][C:40]([OH:42])=O)[CH:34]=2)[C:9]2[C:22](=[O:23])[O:21][CH:20]([C:24]3[C:29]([CH3:30])=[CH:28][C:27]([CH3:31])=[CH:26][C:25]=3[CH3:32])[CH2:19][C:10]=2[NH:11][C:12]=1[CH2:13][O:14][C:15]([CH3:18])([CH3:17])[CH3:16])=[O:6])[CH3:3].[NH3:43], predict the reaction product. The product is: [CH2:2]([O:4][C:5]([C:7]1[CH:8]([C:33]2[CH:38]=[CH:37][CH:36]=[C:35]([CH2:39][C:40](=[O:42])[NH2:43])[CH:34]=2)[C:9]2[C:22](=[O:23])[O:21][CH:20]([C:24]3[C:25]([CH3:32])=[CH:26][C:27]([CH3:31])=[CH:28][C:29]=3[CH3:30])[CH2:19][C:10]=2[NH:11][C:12]=1[CH2:13][O:14][C:15]([CH3:18])([CH3:17])[CH3:16])=[O:6])[CH3:3]. (3) Given the reactants [CH2:1]1[CH:5]2[CH:6]3[CH:10]=[CH:9][CH:8]([CH:4]2[CH:3]=[CH:2]1)[CH2:7]3, predict the reaction product. The product is: [CH2:1]=[CH2:2].[CH2:1]1[CH:5]2[CH:6]3[CH:10]=[CH:9][CH:8]([CH:4]2[CH:3]=[CH:2]1)[CH2:7]3. (4) Given the reactants [F:1][C:2]1[CH:3]=[C:4]2[C:9](=[CH:10][C:11]=1F)[NH:8][C:7](=[O:13])[CH:6]=[C:5]2[CH2:14][OH:15].[OH:16][CH:17]1[CH2:22][CH2:21][NH:20][CH2:19][CH2:18]1.C(N(C(C)C)CC)(C)C.CS(C)=O, predict the reaction product. The product is: [F:1][C:2]1[CH:3]=[C:4]2[C:9](=[CH:10][C:11]=1[N:20]1[CH2:21][CH2:22][CH:17]([OH:16])[CH2:18][CH2:19]1)[NH:8][C:7](=[O:13])[CH:6]=[C:5]2[CH2:14][OH:15]. (5) Given the reactants [C:1]1([CH2:7][CH2:8][CH2:9][CH2:10][CH2:11][CH2:12][CH2:13][CH2:14][CH2:15][CH2:16][C:17]2[C:25]3[S:26][CH:27]=[CH:28][C:24]=3[C:23]([CH2:29][CH2:30][CH2:31][CH2:32][CH2:33][CH2:34][CH2:35][CH2:36][CH2:37][CH2:38][C:39]3[CH:44]=[CH:43][CH:42]=[CH:41][CH:40]=3)=[C:19]3[S:20][CH:21]=[CH:22][C:18]=23)[CH:6]=[CH:5][CH:4]=[CH:3][CH:2]=1.C([Li])CCC.[CH3:50][Sn:51](Cl)([CH3:53])[CH3:52].O, predict the reaction product. The product is: [C:1]1([CH2:7][CH2:8][CH2:9][CH2:10][CH2:11][CH2:12][CH2:13][CH2:14][CH2:15][CH2:16][C:17]2[C:25]3[S:26][C:27]([Sn:51]([CH3:53])([CH3:52])[CH3:50])=[CH:28][C:24]=3[C:23]([CH2:29][CH2:30][CH2:31][CH2:32][CH2:33][CH2:34][CH2:35][CH2:36][CH2:37][CH2:38][C:39]3[CH:44]=[CH:43][CH:42]=[CH:41][CH:40]=3)=[C:19]3[S:20][C:21]([Sn:51]([CH3:53])([CH3:52])[CH3:50])=[CH:22][C:18]=23)[CH:2]=[CH:3][CH:4]=[CH:5][CH:6]=1. (6) Given the reactants Br[CH2:2][CH2:3][N:4]1[C:28](=[O:29])[N:7]2[CH:8]([C:21]3[CH:26]=[CH:25][CH:24]=[C:23]([OH:27])[CH:22]=3)[C:9]3[NH:10][C:11]4[C:16]([C:17]=3[CH2:18][C:6]2([CH3:30])[C:5]1=[O:31])=[CH:15][C:14]([O:19][CH3:20])=[CH:13][CH:12]=4.[CH2:32]([NH2:34])[CH3:33], predict the reaction product. The product is: [CH2:32]([NH:34][CH2:2][CH2:3][N:4]1[C:28](=[O:29])[N:7]2[CH:8]([C:21]3[CH:26]=[CH:25][CH:24]=[C:23]([OH:27])[CH:22]=3)[C:9]3[NH:10][C:11]4[C:16]([C:17]=3[CH2:18][C:6]2([CH3:30])[C:5]1=[O:31])=[CH:15][C:14]([O:19][CH3:20])=[CH:13][CH:12]=4)[CH3:33]. (7) The product is: [CH3:25][O:24][CH2:23][CH2:22][N:16]1[C:14]2[N:15]=[C:10]([NH:9][C:3]3[CH:4]=[CH:5][CH:6]=[CH:7][CH:8]=3)[N:11]=[CH:12][C:13]=2[CH:19]=[CH:18][C:17]1=[O:20]. Given the reactants [H-].[Na+].[C:3]1([NH:9][C:10]2[N:11]=[CH:12][C:13]3[CH:19]=[CH:18][C:17](=[O:20])[NH:16][C:14]=3[N:15]=2)[CH:8]=[CH:7][CH:6]=[CH:5][CH:4]=1.Br[CH2:22][CH2:23][O:24][CH3:25], predict the reaction product. (8) Given the reactants [C:1]([O:4][C@@H:5]1[C@@H:10]([O:11][C:12](=[O:14])[CH3:13])[C@H:9]([O:15][C:16](=[O:18])[CH3:17])[C@@H:8]([CH2:19][O:20][C:21](=[O:23])[CH3:22])[O:7][C@H:6]1[O:24][C:25]1[C:29]([CH2:30][C:31]2[CH:36]=[CH:35][C:34]([O:37][CH2:38][CH2:39][OH:40])=[CH:33][C:32]=2[CH3:41])=[C:28]([CH:42]([CH3:44])[CH3:43])[NH:27][N:26]=1)(=[O:3])[CH3:2].C(N(CC)CC)C.[CH3:52][S:53](Cl)(=[O:55])=[O:54].Cl, predict the reaction product. The product is: [C:1]([O:4][C@@H:5]1[C@@H:10]([O:11][C:12](=[O:14])[CH3:13])[C@H:9]([O:15][C:16](=[O:18])[CH3:17])[C@@H:8]([CH2:19][O:20][C:21](=[O:23])[CH3:22])[O:7][C@H:6]1[O:24][C:25]1[C:29]([CH2:30][C:31]2[CH:36]=[CH:35][C:34]([O:37][CH2:38][CH2:39][O:40][S:53]([CH3:52])(=[O:55])=[O:54])=[CH:33][C:32]=2[CH3:41])=[C:28]([CH:42]([CH3:44])[CH3:43])[NH:27][N:26]=1)(=[O:3])[CH3:2]. (9) The product is: [Cl-:1].[O:9]=[C:7]1[N:6]2[CH:10]=[CH:11][S:12][C:5]2=[N:4][C:3]([CH2:2][P+:19]([C:20]2[CH:21]=[CH:22][CH:23]=[CH:24][CH:25]=2)([C:26]2[CH:31]=[CH:30][CH:29]=[CH:28][CH:27]=2)[C:13]2[CH:14]=[CH:15][CH:16]=[CH:17][CH:18]=2)=[CH:8]1. Given the reactants [Cl:1][CH2:2][C:3]1[N:4]=[C:5]2[S:12][CH:11]=[CH:10][N:6]2[C:7](=[O:9])[CH:8]=1.[C:13]1([P:19]([C:26]2[CH:31]=[CH:30][CH:29]=[CH:28][CH:27]=2)[C:20]2[CH:25]=[CH:24][CH:23]=[CH:22][CH:21]=2)[CH:18]=[CH:17][CH:16]=[CH:15][CH:14]=1, predict the reaction product. (10) Given the reactants [CH3:1][NH:2][CH:3]1[CH2:8][CH2:7][CH2:6][CH2:5][CH2:4]1.Cl[CH2:10][CH2:11][S:12](Cl)(=[O:14])=[O:13], predict the reaction product. The product is: [CH:3]1([N:2]([CH3:1])[S:12]([CH:11]=[CH2:10])(=[O:14])=[O:13])[CH2:8][CH2:7][CH2:6][CH2:5][CH2:4]1.